The task is: Predict the reaction yield, written as a fraction of the theoretical maximum amount of product (1.0 means a 100% yield; for example, 0.34 means a 34% yield).. This data is from Reaction yield outcomes from USPTO patents with 853,638 reactions. The reactants are [O:1]=[C:2]1[CH2:10][C:9]2[C:4](=[CH:5][CH:6]=[CH:7][C:8]=2[C:11]2[CH:12]=[C:13]([CH:17]=[CH:18][CH:19]=2)[C:14](O)=[O:15])[NH:3]1.C1C=CC2N(O)N=[N:26][C:24]=2C=1.C(Cl)CCl.CN. The catalyst is CN(C=O)C. The product is [CH3:24][NH:26][C:14](=[O:15])[C:13]1[CH:17]=[CH:18][CH:19]=[C:11]([C:8]2[CH:7]=[CH:6][CH:5]=[C:4]3[C:9]=2[CH2:10][C:2](=[O:1])[NH:3]3)[CH:12]=1. The yield is 0.860.